This data is from Forward reaction prediction with 1.9M reactions from USPTO patents (1976-2016). The task is: Predict the product of the given reaction. (1) Given the reactants [C:1]([OH:12])(=[O:11])[CH2:2][CH2:3][CH2:4][CH2:5][CH2:6][C:7]([CH3:10])([CH3:9])[CH3:8].C([O-])(=O)C.[Mn+2:17].C([O-])(=O)C, predict the reaction product. The product is: [C:1]([O-:12])(=[O:11])[CH2:2][CH2:3][CH2:4][CH2:5][CH2:6][C:7]([CH3:8])([CH3:9])[CH3:10].[Mn+2:17].[C:1]([O-:12])(=[O:11])[CH2:2][CH2:3][CH2:4][CH2:5][CH2:6][C:7]([CH3:8])([CH3:9])[CH3:10]. (2) Given the reactants [CH3:1][C:2]1([CH3:12])[O:10][CH:9]2[CH:4]([CH:5]3[CH2:11][CH:8]2[O:7][NH:6]3)[O:3]1, predict the reaction product. The product is: [NH2:6][C@H:5]1[C@@H:4]2[O:3][C:2]([CH3:1])([CH3:12])[O:10][C@@H:9]2[C@@H:8]([OH:7])[CH2:11]1. (3) Given the reactants [CH3:1][C:2]([C:5]1[CH:6]=[CH:7][C:8]([S:11]([NH:14][C:15]2[C:16]([O:31][C:32]3[CH:33]=[CH:34][CH:35]=[CH:36][C:37]=3[O:38][CH3:39])=[C:17]([O:27][CH2:28][CH2:29][OH:30])[N:18]=[C:19]([C:21]3[N:22]=[CH:23][CH:24]=[CH:25][N:26]=3)[N:20]=2)(=[O:13])=[O:12])=[CH:9][CH:10]=1)([CH3:4])[CH3:3].[K].Cl.Br.I.S(=O)(=O)(O)O.[N+]([O-])(O)=O, predict the reaction product. The product is: [CH3:4][C:2]([C:5]1[CH:10]=[CH:9][C:8]([S:11]([NH:14][C:15]2[C:16]([O:31][C:32]3[CH:33]=[CH:34][CH:35]=[CH:36][C:37]=3[O:38][CH3:39])=[C:17]([O:27][CH2:28][CH2:29][OH:30])[N:18]=[C:19]([C:21]3[N:26]=[CH:25][CH:24]=[CH:23][N:22]=3)[N:20]=2)(=[O:12])=[O:13])=[CH:7][CH:6]=1)([CH3:1])[CH3:3]. (4) Given the reactants [NH2:1][CH2:2][CH:3]([C:5]1[CH:10]=[CH:9][C:8]([C:11]2[C:12]3[C:13]4[CH:26]=[CH:25][S:24][C:14]=4[C:15](=[O:23])[NH:16][C:17]=3[CH:18]=[CH:19][C:20]=2[O:21]C)=[CH:7][CH:6]=1)[CH3:4].B(Br)(Br)Br.C(Cl)[Cl:32], predict the reaction product. The product is: [ClH:32].[NH2:1][CH2:2][CH:3]([C:5]1[CH:6]=[CH:7][C:8]([C:11]2[C:12]3[C:13]4[CH:26]=[CH:25][S:24][C:14]=4[C:15](=[O:23])[NH:16][C:17]=3[CH:18]=[CH:19][C:20]=2[OH:21])=[CH:9][CH:10]=1)[CH3:4]. (5) Given the reactants [S:1]([CH2:4][C:5]([C:7]1[CH:12]=[CH:11][CH:10]=[C:9]([C:13]([F:16])([F:15])[F:14])[CH:8]=1)=O)[C:2]#[N:3].S(=O)(=O)(O)[OH:18], predict the reaction product. The product is: [F:14][C:13]([F:16])([F:15])[C:9]1[CH:8]=[C:7]([C:5]2[NH:3][C:2](=[O:18])[S:1][CH:4]=2)[CH:12]=[CH:11][CH:10]=1. (6) Given the reactants Cl[C:2]1[N:7]=[C:6]([N:8]2[CH2:13][CH2:12][O:11][CH2:10][CH2:9]2)[N:5]=[C:4]([N:14]2[CH2:19][CH2:18][O:17][CH2:16][CH2:15]2)[CH:3]=1.[CH3:20][C:21]1[CH:27]=[CH:26][C:24]([NH2:25])=[CH:23][C:22]=1B1OC(C)(C)C(C)(C)O1, predict the reaction product. The product is: [O:11]1[CH2:12][CH2:13][N:8]([C:6]2[N:7]=[C:2]([C:22]3[CH:23]=[C:24]([CH:26]=[CH:27][C:21]=3[CH3:20])[NH2:25])[CH:3]=[C:4]([N:14]3[CH2:19][CH2:18][O:17][CH2:16][CH2:15]3)[N:5]=2)[CH2:9][CH2:10]1. (7) The product is: [Br:28][C:27]1[C:22]([N:18]2[C:17]([CH2:5][C:6]3[N:7]=[CH:8][NH:9][CH:10]([NH:15][NH2:16])[C:11]=3[CH2:12][CH2:13][CH3:14])=[CH:21][CH:20]=[N:19]2)=[N:23][CH:24]=[CH:25][CH:26]=1. Given the reactants C(OC(=O)[CH:5]([C:17]1[N:18]([C:22]2[C:27]([Br:28])=[CH:26][CH:25]=[CH:24][N:23]=2)[N:19]=[CH:20][CH:21]=1)[C:6]1[C:11]([CH2:12][CH2:13][CH3:14])=[C:10]([NH:15][NH2:16])[N:9]=[CH:8][N:7]=1)C.C([O-])(O)=O.[Na+], predict the reaction product. (8) Given the reactants [CH3:1][CH:2]([CH2:5][C:6]1[CH:11]=[CH:10][CH:9]=[CH:8][CH:7]=1)[CH2:3][OH:4], predict the reaction product. The product is: [CH3:1][CH:2]([CH2:5][C:6]1[CH:11]=[CH:10][C:9]([C:2]([CH3:5])([CH3:3])[CH3:1])=[CH:8][CH:7]=1)[CH2:3][OH:4]. (9) Given the reactants [CH3:1][O:2][CH2:3][CH2:4][C@@H:5]1[NH:10][CH2:9][CH2:8][N:7]([C:11]2[C:20]3[N:19]=[C:18]([CH:21]([CH3:23])[CH3:22])[S:17][C:16]=3[NH:15][C:14]3[CH:24]=[CH:25][CH:26]=[CH:27][C:13]=3[N:12]=2)[CH2:6]1.C=O.[C:30](O[BH-](OC(=O)C)OC(=O)C)(=O)C.[Na+], predict the reaction product. The product is: [CH3:1][O:2][CH2:3][CH2:4][C@@H:5]1[N:10]([CH3:30])[CH2:9][CH2:8][N:7]([C:11]2[C:20]3[N:19]=[C:18]([CH:21]([CH3:23])[CH3:22])[S:17][C:16]=3[NH:15][C:14]3[CH:24]=[CH:25][CH:26]=[CH:27][C:13]=3[N:12]=2)[CH2:6]1. (10) Given the reactants [ClH:1].[N:2]12[CH2:11][CH:6]3[CH2:7][CH:8]([CH2:10][CH:4]([C@H:5]3[NH2:12])[CH2:3]1)[CH2:9]2.[C:13]1([C:19]2[CH:20]=[C:21]([C:24](O)=[O:25])[S:22][CH:23]=2)[CH:18]=[CH:17][CH:16]=[CH:15][CH:14]=1.N, predict the reaction product. The product is: [ClH:1].[N:2]12[CH2:11][CH:6]3[CH2:7][CH:8]([CH2:10][CH:4]([C@H:5]3[NH:12][C:24]([C:21]3[S:22][CH:23]=[C:19]([C:13]4[CH:14]=[CH:15][CH:16]=[CH:17][CH:18]=4)[CH:20]=3)=[O:25])[CH2:3]1)[CH2:9]2.